Predict the reaction yield, written as a fraction of the theoretical maximum amount of product (1.0 means a 100% yield; for example, 0.34 means a 34% yield). From a dataset of Reaction yield outcomes from USPTO patents with 853,638 reactions. (1) The reactants are C([C:3]1[CH:19]=[CH:18][C:6]([O:7][C:8]2[CH:9]=[CH:10][C:11]3[B:15]([OH:16])[O:14][CH2:13][C:12]=3[CH:17]=2)=[CH:5][CH:4]=1)#N.[N-:20]=[N+:21]=[N-:22].[Na+].[Cl-].[NH4+].O.[CH3:27][N:28](C)C=O. No catalyst specified. The product is [OH:16][B:15]1[C:11]2[CH:10]=[CH:9][C:8]([O:7][C:6]3[CH:5]=[CH:4][C:3]([N:20]4[CH:27]=[N:28][N:22]=[N:21]4)=[CH:19][CH:18]=3)=[CH:17][C:12]=2[CH2:13][O:14]1. The yield is 0.230. (2) The reactants are [CH3:1][C:2]1[CH:3]=[CH:4][CH:5]=[C:6]2[C:11]=1[C:10](=[O:12])[N:9]([C:13]1[CH:18]=[CH:17][CH:16]=[CH:15][C:14]=1[CH3:19])[C:8]([CH:20]=[O:21])=[CH:7]2.O.[CH2:23]1COCC1. No catalyst specified. The product is [OH:21][CH:20]([C:8]1[N:9]([C:13]2[CH:18]=[CH:17][CH:16]=[CH:15][C:14]=2[CH3:19])[C:10](=[O:12])[C:11]2[C:6]([CH:7]=1)=[CH:5][CH:4]=[CH:3][C:2]=2[CH3:1])[CH3:23]. The yield is 0.710. (3) The reactants are [C:1]([C:3]1([C:6]2[CH:7]=[C:8]([CH:13]=[CH:14][CH:15]=2)[C:9]([O:11]C)=[O:10])[CH2:5][CH2:4]1)#[N:2].[OH-].[Li+].CO.O. The catalyst is O1CCCC1. The product is [C:1]([C:3]1([C:6]2[CH:7]=[C:8]([CH:13]=[CH:14][CH:15]=2)[C:9]([OH:11])=[O:10])[CH2:4][CH2:5]1)#[N:2]. The yield is 0.610. (4) The product is [F:27][C:26]([F:29])([F:28])[S:23]([O:4][CH2:3][C:2]([F:1])([F:12])[C:5]1[CH:10]=[CH:9][C:8]([F:11])=[CH:7][CH:6]=1)(=[O:24])=[O:22]. The reactants are [F:1][C:2]([F:12])([C:5]1[CH:10]=[CH:9][C:8]([F:11])=[CH:7][CH:6]=1)[CH2:3][OH:4].CCN(C(C)C)C(C)C.[O:22](S(C(F)(F)F)(=O)=O)[S:23]([C:26]([F:29])([F:28])[F:27])(=O)=[O:24]. The catalyst is CCOCC. The yield is 0.770. (5) The reactants are [C:1]([CH2:3][CH2:4][NH:5][C:6]([CH3:11])([C:8]([OH:10])=[O:9])[CH3:7])#[N:2].O.O.O.O.O.[OH-].C[N+](C)(C)C.[CH3:23][C:24]([O:27][C:28](O[C:28]([O:27][C:24]([CH3:26])([CH3:25])[CH3:23])=[O:29])=[O:29])([CH3:26])[CH3:25]. The catalyst is C(#N)C. The product is [C:24]([O:27][C:28]([N:5]([CH2:4][CH2:3][C:1]#[N:2])[C:6]([CH3:11])([C:8]([OH:10])=[O:9])[CH3:7])=[O:29])([CH3:26])([CH3:25])[CH3:23]. The yield is 0.720. (6) The reactants are C1(N2[C:12](=[O:13])[C:11]3[S:14][CH:15]=[C:16]([C:17]4[CH:22]=[CH:21][CH:20]=[CH:19][CH:18]=4)[C:10]=3[N:9]=[CH:8]2)C=CC=CC=1.NC1C(C2C=CC=CC=2)=CSC=1C(OC)=O.C(OCC)(OCC)OCC.[CH3:49][O:50][C:51]1[CH:52]=[C:53]([CH:55]=[C:56]([O:58][CH3:59])[CH:57]=1)[NH2:54]. The catalyst is C(O)(=O)C. The product is [CH3:59][O:58][C:56]1[CH:55]=[C:53]([N:54]2[C:12](=[O:13])[C:11]3[S:14][CH:15]=[C:16]([C:17]4[CH:22]=[CH:21][CH:20]=[CH:19][CH:18]=4)[C:10]=3[N:9]=[CH:8]2)[CH:52]=[C:51]([O:50][CH3:49])[CH:57]=1. The yield is 0.680.